This data is from Forward reaction prediction with 1.9M reactions from USPTO patents (1976-2016). The task is: Predict the product of the given reaction. (1) The product is: [CH3:16][O:15][C:12]1[CH:13]=[CH:14][C:9]([O:8][C:5]2[N:4]=[CH:3][C:2]([C:27]3[CH:28]=[CH:29][C:24]([C:39](=[O:46])[CH3:44])=[CH:25][CH:26]=3)=[CH:7][N:6]=2)=[CH:10][CH:11]=1. Given the reactants Br[C:2]1[CH:3]=[N:4][C:5]([O:8][C:9]2[CH:14]=[CH:13][C:12]([O:15][CH3:16])=[CH:11][CH:10]=2)=[N:6][CH:7]=1.C1(C)C=CC=CC=1.[C:24]1([C:39]2[CH:44]=CC=CC=2)[CH:29]=[CH:28][CH:27]=[CH:26][C:25]=1P(C(C)(C)C)C(C)(C)C.C([O-])([O-])=[O:46].[Cs+].[Cs+], predict the reaction product. (2) Given the reactants Cl.[Cl:2][C:3]1[CH:8]=[CH:7][C:6]([CH:9]2[C:14]3[CH:15]=[C:16]([C:18]4[CH:23]=[CH:22][N:21]=[CH:20][CH:19]=4)[S:17][C:13]=3[CH2:12][CH2:11][CH2:10]2)=[CH:5][CH:4]=1.O.C(OCC)(=O)C, predict the reaction product. The product is: [Cl:2][C:3]1[CH:8]=[CH:7][C:6]([CH:9]2[C:14]3[CH:15]=[C:16]([C:18]4[CH:19]=[CH:20][N:21]=[CH:22][CH:23]=4)[S:17][C:13]=3[CH2:12][CH2:11][CH2:10]2)=[CH:5][CH:4]=1. (3) Given the reactants [CH3:1][C:2]1([CH3:16])[CH:11]=[CH:10][C:9]2[C:4](=[CH:5][CH:6]=[C:7]([NH:12][C:13](=O)[CH3:14])[CH:8]=2)[O:3]1.Cl.[CH3:18][C:19](=O)C=CC.[C:24]([OH:31])(=[O:30])/[CH:25]=[CH:26]\[C:27]([OH:29])=[O:28], predict the reaction product. The product is: [C:24]([OH:31])(=[O:30])/[CH:25]=[CH:26]\[C:27]([OH:29])=[O:28].[CH3:1][C:2]1([CH3:16])[O:3][C:4]2=[CH:5][C:6]3[C:18]([CH3:19])=[CH:14][C:13]([CH3:24])=[N:12][C:7]=3[CH:8]=[C:9]2[CH:10]=[CH:11]1. (4) The product is: [Cl:19][C:20]1[C:28]([O:29][CH2:30][CH3:31])=[C:27]([Cl:32])[CH:26]=[C:25]([F:33])[C:21]=1[C:22]([NH:8][C:4]1[N:3]([CH2:1][CH3:2])[CH:7]=[N:6][N:5]=1)=[O:23]. Given the reactants [CH2:1]([N:3]1[CH:7]=[N:6][N:5]=[C:4]1[NH2:8])[CH3:2].[Li+].C[Si]([N-][Si](C)(C)C)(C)C.[Cl:19][C:20]1[C:28]([O:29][CH2:30][CH3:31])=[C:27]([Cl:32])[CH:26]=[C:25]([F:33])[C:21]=1[C:22](Cl)=[O:23], predict the reaction product. (5) Given the reactants O=[C:2]1[CH2:8][CH2:7][CH2:6][N:5]([C:9]([O:11][C:12]([CH3:15])([CH3:14])[CH3:13])=[O:10])[CH2:4][CH2:3]1.[Br:16][C:17]1[CH:22]=[CH:21][CH:20]=[C:19]([NH:23][NH2:24])[N:18]=1, predict the reaction product. The product is: [Br:16][C:17]1[N:18]=[C:19]([NH:23][N:24]=[C:2]2[CH2:8][CH2:7][CH2:6][N:5]([C:9]([O:11][C:12]([CH3:15])([CH3:14])[CH3:13])=[O:10])[CH2:4][CH2:3]2)[CH:20]=[CH:21][CH:22]=1.